This data is from Forward reaction prediction with 1.9M reactions from USPTO patents (1976-2016). The task is: Predict the product of the given reaction. (1) Given the reactants [F:1][C:2]([F:13])([F:12])[C:3]1[CH:8]=[CH:7][C:6]([CH2:9][C:10]#[N:11])=[CH:5][CH:4]=1.N[C:15]1[CH:24]=[CH:23][C:18]2[NH:19][C:20](=[O:22])[NH:21][C:17]=2[CH:16]=1, predict the reaction product. The product is: [F:1][C:2]([F:12])([F:13])[C:3]1[CH:4]=[CH:5][C:6]([CH2:9][CH2:10][NH:11][C:15]2[CH:24]=[CH:23][C:18]3[NH:19][C:20](=[O:22])[NH:21][C:17]=3[CH:16]=2)=[CH:7][CH:8]=1. (2) The product is: [CH3:1][O:2][C:3]1[CH:4]=[CH:5][C:6]2[NH:9][C:10]3[C:11](=[CH:15][CH:16]=[CH:17][CH:18]=3)[C:12](=[O:14])[C:7]=2[CH:8]=1. Given the reactants [CH3:1][O:2][C:3]1[CH:8]=[CH:7][C:6]([NH:9][C:10]2[C:11](=[CH:15][CH:16]=[CH:17][CH:18]=2)[C:12]([OH:14])=O)=[CH:5][CH:4]=1, predict the reaction product. (3) Given the reactants CS(O[CH2:6][CH2:7][CH2:8][C:9]1[CH:14]=[CH:13][C:12]([Br:15])=[CH:11][CH:10]=1)(=O)=O.[N:16]1([C:22]([O:24][C:25]([CH3:28])([CH3:27])[CH3:26])=[O:23])[CH2:21][CH2:20][NH:19][CH2:18][CH2:17]1.C(N(CC)CC)C, predict the reaction product. The product is: [Br:15][C:12]1[CH:13]=[CH:14][C:9]([CH2:8][CH2:7][CH2:6][N:19]2[CH2:18][CH2:17][N:16]([C:22]([O:24][C:25]([CH3:28])([CH3:27])[CH3:26])=[O:23])[CH2:21][CH2:20]2)=[CH:10][CH:11]=1. (4) Given the reactants [F:1][C:2]1[CH:7]=[CH:6][C:5]([CH2:8][C:9]([CH3:13])([CH3:12])[CH2:10][NH2:11])=[CH:4][CH:3]=1.[CH2:14]([O:21][C:22](=[O:32])[NH:23][CH:24]1[CH2:29][CH2:28][CH2:27][CH2:26][CH:25]1[CH:30]=O)[C:15]1[CH:20]=[CH:19][CH:18]=[CH:17][CH:16]=1.[BH4-].[Na+].[OH-].[Na+], predict the reaction product. The product is: [CH2:14]([O:21][C:22](=[O:32])[NH:23][CH:24]1[CH2:29][CH2:28][CH2:27][CH2:26][CH:25]1[CH2:30][NH:11][CH2:10][C:9]([CH3:13])([CH3:12])[CH2:8][C:5]1[CH:4]=[CH:3][C:2]([F:1])=[CH:7][CH:6]=1)[C:15]1[CH:20]=[CH:19][CH:18]=[CH:17][CH:16]=1.